From a dataset of Full USPTO retrosynthesis dataset with 1.9M reactions from patents (1976-2016). Predict the reactants needed to synthesize the given product. The reactants are: C([NH:5][S:6]([C:9]1[CH:14]=[CH:13][C:12]([C:15]2[C:16]3[C:17]4[CH:30]=[CH:29][S:28][C:18]=4[C:19](=[O:27])[NH:20][C:21]=3[CH:22]=[CH:23][C:24]=2[O:25]C)=[CH:11][CH:10]=1)(=[O:8])=[O:7])(C)(C)C.BrB(Br)Br. Given the product [OH:25][C:24]1[CH:23]=[CH:22][C:21]2[NH:20][C:19](=[O:27])[C:18]3[S:28][CH:29]=[CH:30][C:17]=3[C:16]=2[C:15]=1[C:12]1[CH:11]=[CH:10][C:9]([S:6]([NH2:5])(=[O:8])=[O:7])=[CH:14][CH:13]=1, predict the reactants needed to synthesize it.